Predict the reactants needed to synthesize the given product. From a dataset of Full USPTO retrosynthesis dataset with 1.9M reactions from patents (1976-2016). (1) Given the product [NH2:21][C@@H:20]([CH3:22])[C:19]([NH:18][C@@H:17]([CH2:24][CH2:25][S:26][CH3:27])[C:16]([NH:15][C@H:14]([C:13]([NH:5][C@H:4]([C:3]([OH:44])=[O:2])[CH2:34][C:35]1[C:43]2[C:38](=[CH:39][CH:40]=[CH:41][CH:42]=2)[NH:37][CH:36]=1)=[O:33])[CH2:29][C:30]([OH:32])=[O:31])=[O:28])=[O:23], predict the reactants needed to synthesize it. The reactants are: C[O:2][C:3](=[O:44])[C@H:4]([CH2:34][C:35]1[C:43]2[C:38](=[CH:39][CH:40]=[CH:41][CH:42]=2)[NH:37][CH:36]=1)[N:5]([C:13](=[O:33])[C@H:14]([CH2:29][C:30](=[O:32])[OH:31])[NH:15][C:16](=[O:28])[C@H:17]([CH2:24][CH2:25][S:26][CH3:27])[NH:18][C:19](=[O:23])[C@H:20]([CH3:22])[NH2:21])CC1C=CC=CC=1. (2) Given the product [CH3:24][O:23][C:18]1[CH:19]=[CH:20][CH:21]=[CH:22][C:17]=1[C@H:15]([CH3:16])[CH2:14][OH:25], predict the reactants needed to synthesize it. The reactants are: C([C@H]1COC(=O)N1[C:14](=[O:25])[C@H:15]([C:17]1[CH:22]=[CH:21][CH:20]=[CH:19][C:18]=1[O:23][CH3:24])[CH3:16])C1C=CC=CC=1.[Li+].[BH4-].[OH-].[Na+].COC1C=CC=CC=1[C@H](C)CNC1C=C(C2C=NC(N3CCN(C)CC3)=CC=2)N=CN=1. (3) Given the product [N:1]1[C:9]2[C:4](=[N:5][CH:6]=[CH:7][CH:8]=2)[N:3]([C:10]2[CH:11]=[CH:12][C:13]([C:14]([N:35]3[CH2:36][CH2:37][CH:32]([C:30](=[O:31])[C:27]4[CH:26]=[CH:25][C:24]([O:23][CH3:22])=[CH:29][CH:28]=4)[CH2:33][CH2:34]3)=[O:16])=[CH:19][CH:20]=2)[CH:2]=1, predict the reactants needed to synthesize it. The reactants are: [N:1]1[C:9]2[C:4](=[N:5][CH:6]=[CH:7][CH:8]=2)[N:3]([C:10]2[CH:20]=[CH:19][C:13]([C:14]([O:16]CC)=O)=[CH:12][CH:11]=2)[CH:2]=1.Cl.[CH3:22][O:23][C:24]1[CH:29]=[CH:28][C:27]([C:30]([CH:32]2[CH2:37][CH2:36][NH:35][CH2:34][CH2:33]2)=[O:31])=[CH:26][CH:25]=1. (4) Given the product [CH3:1][O:2][C:3]1[CH:4]=[C:5]([CH:31]=[CH:32][C:33]=1[O:34][CH3:35])[CH2:6][CH:7]1[C:16]2[C:11](=[CH:12][C:13]([O:19][CH2:37][CH2:38][CH2:39][F:40])=[C:14]([O:17][CH3:18])[CH:15]=2)[CH2:10][CH2:9][N:8]1[CH2:20][C:21]([NH:23][CH2:24][C:25]1[CH:30]=[CH:29][CH:28]=[CH:27][CH:26]=1)=[O:22], predict the reactants needed to synthesize it. The reactants are: [CH3:1][O:2][C:3]1[CH:4]=[C:5]([CH:31]=[CH:32][C:33]=1[O:34][CH3:35])[CH2:6][CH:7]1[C:16]2[C:11](=[CH:12][C:13]([OH:19])=[C:14]([O:17][CH3:18])[CH:15]=2)[CH2:10][CH2:9][N:8]1[CH2:20][C:21]([NH:23][CH2:24][C:25]1[CH:30]=[CH:29][CH:28]=[CH:27][CH:26]=1)=[O:22].Br[CH2:37][CH2:38][CH2:39][F:40]. (5) Given the product [CH3:9][O:8][C:6]1[CH:7]=[CH:2][N:3]=[C:4]([NH2:10])[N:5]=1, predict the reactants needed to synthesize it. The reactants are: Cl[C:2]1[CH:7]=[C:6]([O:8][CH3:9])[N:5]=[C:4]([NH2:10])[N:3]=1.C(N(C(C)C)CC)(C)C. (6) The reactants are: Cl[C:2]1[CH:7]=[C:6]([C:8]2[CH:13]=[CH:12][C:11]([S:14][C:15]3[CH:20]=[CH:19][CH:18]=[CH:17][C:16]=3[O:21][CH3:22])=[C:10]([C:23]([F:26])([F:25])[F:24])[CH:9]=2)[CH:5]=[CH:4][N:3]=1.OC1CCNC1.[OH:33][C@H:34]1[CH2:38][NH:37][C@H:36]([C:39]([OH:41])=[O:40])[CH2:35]1. Given the product [OH:33][CH:34]1[CH2:38][N:37]([C:2]2[CH:7]=[C:6]([C:8]3[CH:13]=[CH:12][C:11]([S:14][C:15]4[CH:20]=[CH:19][CH:18]=[CH:17][C:16]=4[O:21][CH3:22])=[C:10]([C:23]([F:25])([F:24])[F:26])[CH:9]=3)[CH:5]=[CH:4][N:3]=2)[CH:36]([C:39]([OH:41])=[O:40])[CH2:35]1, predict the reactants needed to synthesize it.